From a dataset of Peptide-MHC class I binding affinity with 185,985 pairs from IEDB/IMGT. Regression. Given a peptide amino acid sequence and an MHC pseudo amino acid sequence, predict their binding affinity value. This is MHC class I binding data. (1) The peptide sequence is ATIQRFSSLR. The MHC is HLA-A33:01 with pseudo-sequence HLA-A33:01. The binding affinity (normalized) is 0.492. (2) The peptide sequence is AAHARFVAA. The MHC is HLA-A26:01 with pseudo-sequence HLA-A26:01. The binding affinity (normalized) is 0. (3) The peptide sequence is ATSRTLSYY. The binding affinity (normalized) is 0.855. The MHC is HLA-A01:01 with pseudo-sequence HLA-A01:01. (4) The peptide sequence is VYFVLTDRF. The MHC is HLA-A24:03 with pseudo-sequence HLA-A24:03. The binding affinity (normalized) is 0.799. (5) The peptide sequence is SPLPITLKY. The MHC is HLA-A02:11 with pseudo-sequence HLA-A02:11. The binding affinity (normalized) is 0.0847.